Dataset: Forward reaction prediction with 1.9M reactions from USPTO patents (1976-2016). Task: Predict the product of the given reaction. (1) Given the reactants [C:1]([Cl:6])(=O)[C:2](Cl)=[O:3].OC1C(=O)[N:10]([CH2:21][CH2:22][O:23][CH3:24])[S:11](=[O:20])(=[O:19])[C:12]=1[C:13]1[CH:18]=[CH:17][CH:16]=[CH:15][CH:14]=1, predict the reaction product. The product is: [Cl:6][C:1]1[C:2](=[O:3])[N:10]([CH2:21][CH2:22][O:23][CH3:24])[S:11](=[O:19])(=[O:20])[C:12]=1[C:13]1[CH:18]=[CH:17][CH:16]=[CH:15][CH:14]=1. (2) The product is: [NH:9]1[CH2:10][CH:11]([C:13]2[CH:18]=[C:17]([Cl:19])[C:16]([C:20]3[S:21][C:22]4[C:23]([NH:29][C:30]5[CH:35]=[C:34]([CH3:36])[N:33]=[CH:32][N:31]=5)=[N:24][CH:25]=[CH:26][C:27]=4[N:28]=3)=[C:15]([Cl:37])[CH:14]=2)[CH2:12]1. Given the reactants Cl.C(OC([N:9]1[CH2:12][CH:11]([C:13]2[CH:18]=[C:17]([Cl:19])[C:16]([C:20]3[S:21][C:22]4[C:23]([NH:29][C:30]5[CH:35]=[C:34]([CH3:36])[N:33]=[CH:32][N:31]=5)=[N:24][CH:25]=[CH:26][C:27]=4[N:28]=3)=[C:15]([Cl:37])[CH:14]=2)[CH2:10]1)=O)(C)(C)C, predict the reaction product. (3) Given the reactants [O:1]=[C:2]1[CH2:6][CH2:5][CH2:4][CH:3]1[C:7]([O:9][CH2:10][CH3:11])=[O:8].[BH4-].[Na+].O, predict the reaction product. The product is: [OH:1][CH:2]1[CH2:6][CH2:5][CH2:4][CH:3]1[C:7]([O:9][CH2:10][CH3:11])=[O:8]. (4) Given the reactants C[Li].C([O:5][CH2:6][CH3:7])C.[CH3:8][N:9]([CH3:22])[C:10]1[N:11]=[CH:12][C:13](C(N(OC)C)=O)=[N:14][CH:15]=1, predict the reaction product. The product is: [CH3:8][N:9]([CH3:22])[C:10]1[N:11]=[CH:12][C:13]([C:6](=[O:5])[CH3:7])=[N:14][CH:15]=1. (5) Given the reactants Br[C:2]1[CH:3]=[C:4]2[C:11]3([N:15]=[C:14]([NH2:16])[C:13]([CH3:17])=[N:12]3)[CH2:10][CH:9]([CH:18]3[CH2:23][CH2:22][CH2:21][O:20][CH2:19]3)[O:8][C:5]2=[CH:6][CH:7]=1.[Cl:24][C:25]1[CH:26]=[C:27](B(O)O)[CH:28]=[CH:29][CH:30]=1, predict the reaction product. The product is: [Cl:24][C:25]1[CH:30]=[C:29]([C:2]2[CH:3]=[C:4]3[C:11]4([N:15]=[C:14]([NH2:16])[C:13]([CH3:17])=[N:12]4)[CH2:10][CH:9]([CH:18]4[CH2:23][CH2:22][CH2:21][O:20][CH2:19]4)[O:8][C:5]3=[CH:6][CH:7]=2)[CH:28]=[CH:27][CH:26]=1. (6) Given the reactants [ClH:1].[F:2][C:3]([F:26])([F:25])[S:4]([NH:7][CH2:8][CH2:9][CH2:10][CH2:11][CH2:12][N:13]1[CH2:23][C:22]2[N:24]3[C:15](=[CH:16][N:17]=[C:18]3[CH:19]=[CH:20][CH:21]=2)[CH2:14]1)(=[O:6])=[O:5], predict the reaction product. The product is: [ClH:1].[ClH:1].[F:25][C:3]([F:2])([F:26])[S:4]([NH:7][CH2:8][CH2:9][CH2:10][CH2:11][CH2:12][N:13]1[CH2:23][C:22]2[N:24]3[C:15](=[CH:16][N:17]=[C:18]3[CH:19]=[CH:20][CH:21]=2)[CH2:14]1)(=[O:5])=[O:6]. (7) Given the reactants [CH3:1][N:2]1[C:6]([CH3:7])=[C:5]([C:8]([NH:10][C:11]2[CH:33]=[CH:32][C:14]([O:15][C:16]3[CH:21]=[CH:20][N:19]=[C:18]([NH:22][C:23](=O)[O:24]C4C=CC=CC=4)[CH:17]=3)=[C:13]([F:34])[CH:12]=2)=[O:9])[C:4](=[O:35])[N:3]1[C:36]1[CH:41]=[CH:40][CH:39]=[CH:38][CH:37]=1.[CH3:42][NH:43][CH3:44], predict the reaction product. The product is: [CH3:42][N:43]([CH3:44])[C:23](=[O:24])[NH:22][C:18]1[CH:17]=[C:16]([O:15][C:14]2[CH:32]=[CH:33][C:11]([NH:10][C:8]([C:5]3[C:4](=[O:35])[N:3]([C:36]4[CH:37]=[CH:38][CH:39]=[CH:40][CH:41]=4)[N:2]([CH3:1])[C:6]=3[CH3:7])=[O:9])=[CH:12][C:13]=2[F:34])[CH:21]=[CH:20][N:19]=1.